This data is from CYP1A2 inhibition data for predicting drug metabolism from PubChem BioAssay. The task is: Regression/Classification. Given a drug SMILES string, predict its absorption, distribution, metabolism, or excretion properties. Task type varies by dataset: regression for continuous measurements (e.g., permeability, clearance, half-life) or binary classification for categorical outcomes (e.g., BBB penetration, CYP inhibition). Dataset: cyp1a2_veith. The molecule is CC1(C)OC[C@@H]([C@H]2O[C@H]3OC(C)(C)O[C@@H]3[C@H]2N)O1. The result is 0 (non-inhibitor).